From a dataset of Reaction yield outcomes from USPTO patents with 853,638 reactions. Predict the reaction yield, written as a fraction of the theoretical maximum amount of product (1.0 means a 100% yield; for example, 0.34 means a 34% yield). (1) The reactants are [NH2:1][C@H:2]([CH2:5][C:6]1[C:14]2[C:9](=[CH:10][CH:11]=[CH:12][CH:13]=2)[NH:8][CH:7]=1)[CH2:3][OH:4].CS([C:19]1[N:24]=[C:23]([C:25]2[CH:34]=[CH:33][C:32]3[C:27](=[CH:28][CH:29]=[CH:30][CH:31]=3)[CH:26]=2)[CH:22]=[CH:21][N:20]=1)(=O)=O.C(N(C(C)C)CC)(C)C.O. The catalyst is CN1CCCC1=O. The product is [NH:8]1[C:9]2[C:14](=[CH:13][CH:12]=[CH:11][CH:10]=2)[C:6]([CH2:5][C@@H:2]([NH:1][C:19]2[N:24]=[C:23]([C:25]3[CH:34]=[CH:33][C:32]4[C:27](=[CH:28][CH:29]=[CH:30][CH:31]=4)[CH:26]=3)[CH:22]=[CH:21][N:20]=2)[CH2:3][OH:4])=[CH:7]1. The yield is 0.320. (2) The reactants are Cl.[O:2]=[C:3]1[NH:11][C:10]2[C:5](=[N:6][C:7]([C:12]3[CH:13]=[N:14][N:15]4[CH:20]=[CH:19][C:18]([C:21]#[N:22])=[CH:17][C:16]=34)=[N:8][CH:9]=2)[N:4]1[C@H:23]1[CH2:28][CH2:27][CH2:26][NH:25][CH2:24]1.[C:29]([CH2:31][C:32](ON1C(=O)CCC1=O)=[O:33])#[N:30]. The catalyst is CN(C=O)C. The product is [C:29]([CH2:31][C:32]([N:25]1[CH2:26][CH2:27][CH2:28][C@H:23]([N:4]2[C:3](=[O:2])[NH:11][C:10]3[C:5]2=[N:6][C:7]([C:12]2[CH:13]=[N:14][N:15]4[CH:20]=[CH:19][C:18]([C:21]#[N:22])=[CH:17][C:16]=24)=[N:8][CH:9]=3)[CH2:24]1)=[O:33])#[N:30]. The yield is 0.290. (3) The reactants are F[C:2]1[CH:7]=[CH:6][C:5]([S:8]([CH3:11])(=[O:10])=[O:9])=[CH:4][C:3]=1[C:12]1[C:13]2[CH:22]=[CH:21][N:20](S(C3C=CC(C)=CC=3)(=O)=O)[C:14]=2[C:15](=[O:19])[N:16]([CH3:18])[CH:17]=1.[F:33][C:34]1[CH:39]=[C:38]([F:40])[CH:37]=[CH:36][C:35]=1[OH:41].C(=O)([O-])[O-].[Cs+].[Cs+]. The catalyst is CS(C)=O. The product is [F:33][C:34]1[CH:39]=[C:38]([F:40])[CH:37]=[CH:36][C:35]=1[O:41][C:2]1[CH:7]=[CH:6][C:5]([S:8]([CH3:11])(=[O:10])=[O:9])=[CH:4][C:3]=1[C:12]1[C:13]2[CH:22]=[CH:21][NH:20][C:14]=2[C:15](=[O:19])[N:16]([CH3:18])[CH:17]=1. The yield is 0.790. (4) The product is [Br:8][C:6]1[N:7]=[C:2]2[N:25]([CH2:24][C@H:21]3[CH2:22][CH2:23][C@H:18]([O:17][CH3:16])[CH2:19][CH2:20]3)[C:11](=[O:13])[CH2:10][NH:9][C:3]2=[N:4][CH:5]=1. The yield is 0.760. The catalyst is CS(C)=O. The reactants are Br[C:2]1[C:3]([NH:9][CH2:10][C:11]([O:13]CC)=O)=[N:4][CH:5]=[C:6]([Br:8])[N:7]=1.[CH3:16][O:17][C@H:18]1[CH2:23][CH2:22][C@H:21]([CH2:24][NH2:25])[CH2:20][CH2:19]1.C(N(C(C)C)CC)(C)C.O.